This data is from Reaction yield outcomes from USPTO patents with 853,638 reactions. The task is: Predict the reaction yield, written as a fraction of the theoretical maximum amount of product (1.0 means a 100% yield; for example, 0.34 means a 34% yield). (1) The reactants are [F:1][C:2]([F:7])([F:6])[C:3]([OH:5])=[O:4].[CH:8]1([CH:13]([N:19]2[CH:23]=[C:22]([C:24]3[C:25]4[CH:32]=[CH:31][NH:30][C:26]=4[N:27]=[CH:28][N:29]=3)[CH:21]=[N:20]2)[CH2:14][CH:15]=[C:16]([F:18])[F:17])[CH2:12][CH2:11][CH2:10][CH2:9]1. The catalyst is CO.[Pd]. The product is [F:1][C:2]([F:7])([F:6])[C:3]([OH:5])=[O:4].[CH:8]1([CH:13]([N:19]2[CH:23]=[C:22]([C:24]3[C:25]4[CH:32]=[CH:31][NH:30][C:26]=4[N:27]=[CH:28][N:29]=3)[CH:21]=[N:20]2)[CH2:14][CH2:15][CH:16]([F:17])[F:18])[CH2:12][CH2:11][CH2:10][CH2:9]1. The yield is 0.210. (2) The reactants are [OH:1][C:2]1[CH:7]=[CH:6][C:5]([C:8]2[C:9]3[CH:16]=[C:15]([C:17]([O:19][CH3:20])=[O:18])[CH:14]=[CH:13][C:10]=3[S:11][CH:12]=2)=[C:4]([CH3:21])[CH:3]=1.N1C=CC=CC=1.[O:28](S(C(F)(F)F)(=O)=O)[S:29]([C:32]([F:35])([F:34])[F:33])(=O)=[O:30]. The catalyst is C(Cl)Cl.O. The product is [CH3:21][C:4]1[CH:3]=[C:2]([O:1][S:29]([C:32]([F:35])([F:34])[F:33])(=[O:30])=[O:28])[CH:7]=[CH:6][C:5]=1[C:8]1[C:9]2[CH:16]=[C:15]([C:17]([O:19][CH3:20])=[O:18])[CH:14]=[CH:13][C:10]=2[S:11][CH:12]=1. The yield is 0.800. (3) The reactants are Br[CH2:2][CH:3]1[CH2:8][CH2:7][CH2:6][CH2:5][CH2:4]1.CON(C)[C:12](=[O:19])[C:13]1[CH:18]=[CH:17][CH:16]=[CH:15][CH:14]=1. The catalyst is C1COCC1. The product is [CH:3]1([CH2:2][C:12]([C:13]2[CH:18]=[CH:17][CH:16]=[CH:15][CH:14]=2)=[O:19])[CH2:8][CH2:7][CH2:6][CH2:5][CH2:4]1. The yield is 0.670. (4) The reactants are [NH2:1][C:2]1[CH:3]=[C:4]([OH:8])[CH:5]=[CH:6][CH:7]=1.C([O-])([O-])=O.[Cs+].[Cs+].[Cl:15][C:16]1[CH:21]=[C:20](Cl)[CH:19]=[CH:18][N:17]=1. The catalyst is CS(C)=O.O. The product is [NH2:1][C:2]1[CH:3]=[C:4]([CH:5]=[CH:6][CH:7]=1)[O:8][C:20]1[CH:19]=[CH:18][N:17]=[C:16]([Cl:15])[CH:21]=1. The yield is 0.890. (5) The reactants are [Br:1][C:2]1[CH:3]=[CH:4][C:5]([F:11])=[C:6]([C:8](=O)[CH3:9])[CH:7]=1.[CH3:12][C:13]([S@:16]([NH2:18])=[O:17])([CH3:15])[CH3:14].C(C(C(C([O-])=O)O)O)([O-])=O.[Na+].[K+].S(=O)(=O)(O)O.C([O-])([O-])=O.[Na+].[Na+]. The catalyst is O1CCCC1.CC(OC)(C)C.[Cl-].[Na+].O.[O-]CC.[Ti+4].[O-]CC.[O-]CC.[O-]CC.CCCCCCC.C(OCC)(=O)C.CCCCC. The product is [Br:1][C:2]1[CH:3]=[CH:4][C:5]([F:11])=[C:6](/[C:8](=[N:18]/[S@@:16]([C:13]([CH3:15])([CH3:14])[CH3:12])=[O:17])/[CH3:9])[CH:7]=1. The yield is 0.875.